Dataset: Reaction yield outcomes from USPTO patents with 853,638 reactions. Task: Predict the reaction yield, written as a fraction of the theoretical maximum amount of product (1.0 means a 100% yield; for example, 0.34 means a 34% yield). (1) The reactants are [NH2:1][C:2]1[CH:21]=[CH:20][C:5]([O:6][C:7]2[N:12]=[CH:11][N:10]=[C:9]([NH:13][C:14]3[CH:19]=[CH:18][CH:17]=[CH:16][CH:15]=3)[CH:8]=2)=[CH:4][CH:3]=1.C1([O:28][C:29](=O)[NH:30][C:31]2[CH:36]=[CH:35][CH:34]=[C:33]([S:37]([CH3:40])(=[O:39])=[O:38])[CH:32]=2)C=CC=CC=1.O. The catalyst is CS(C)=O.C(OCC)(=O)C.CCCCCC. The product is [CH3:40][S:37]([C:33]1[CH:32]=[C:31]([NH:30][C:29]([NH:1][C:2]2[CH:21]=[CH:20][C:5]([O:6][C:7]3[CH:8]=[C:9]([NH:13][C:14]4[CH:19]=[CH:18][CH:17]=[CH:16][CH:15]=4)[N:10]=[CH:11][N:12]=3)=[CH:4][CH:3]=2)=[O:28])[CH:36]=[CH:35][CH:34]=1)(=[O:38])=[O:39]. The yield is 0.810. (2) The product is [ClH:1].[CH3:2][O:3][C:4]1[CH:5]=[C:6](/[C:12](=[CH:15]/[C:16]2[NH:17][CH:18]=[CH:19][CH:20]=2)/[C:13]#[N:14])[CH:7]=[CH:8][C:9]=1[O:10][CH3:11]. The yield is 0.880. The reactants are [ClH:1].[CH3:2][O:3][C:4]1[CH:5]=[C:6](/[C:12](=[CH:15]/[C:16]2[NH:17][CH:18]=[CH:19][CH:20]=2)/[C:13]#[N:14])[CH:7]=[CH:8][C:9]=1[O:10][CH3:11]. The catalyst is C(#N)C. (3) The yield is 0.620. The product is [C:1]([C:4]1[C:22](=[O:23])[C@@:8]2([CH3:24])[C:9]3[C:15]([OH:16])=[CH:14][C:13]([O:17][CH3:18])=[C:12]([C:19]([NH:21][CH2:43][C:28]4[C:29]5[C:34](=[CH:33][CH:32]=[CH:31][CH:30]=5)[C:35]([O:37][CH2:38][C:39]#[C:40][CH2:41][CH3:42])=[CH:36][C:27]=4[CH3:26])=[O:20])[C:10]=3[O:11][C:7]2=[CH:6][C:5]=1[OH:25])(=[O:3])[CH3:2]. The catalyst is C(#N)C. The reactants are [C:1]([C:4]1[C:22](=[O:23])[C@@:8]2([CH3:24])[C:9]3[C:15]([OH:16])=[CH:14][C:13]([O:17][CH3:18])=[C:12]([C:19]([NH2:21])=[O:20])[C:10]=3[O:11][C:7]2=[CH:6][C:5]=1[OH:25])(=[O:3])[CH3:2].[CH3:26][C:27]1[CH:36]=[C:35]([O:37][CH2:38][C:39]#[C:40][CH2:41][CH3:42])[C:34]2[C:29](=[CH:30][CH:31]=[CH:32][CH:33]=2)[C:28]=1[CH:43]=O.C([SiH](CC)CC)C.FC(F)(F)C(O)=O. (4) The yield is 0.690. The reactants are [C:1]([O:5][C:6](=[O:25])[N:7]([CH2:9][C:10]1[CH:14]=[C:13](Br)[N:12]([S:16]([C:19]2[CH:20]=[N:21][CH:22]=[CH:23][CH:24]=2)(=[O:18])=[O:17])[CH:11]=1)[CH3:8])([CH3:4])([CH3:3])[CH3:2].[F:26][C:27]1[C:32](B(O)O)=[CH:31][CH:30]=[CH:29][N:28]=1.C(=O)([O-])[O-].[Na+].[Na+]. The product is [C:1]([O:5][C:6](=[O:25])[N:7]([CH2:9][C:10]1[CH:14]=[C:13]([C:32]2[C:27]([F:26])=[N:28][CH:29]=[CH:30][CH:31]=2)[N:12]([S:16]([C:19]2[CH:20]=[N:21][CH:22]=[CH:23][CH:24]=2)(=[O:18])=[O:17])[CH:11]=1)[CH3:8])([CH3:4])([CH3:3])[CH3:2]. The catalyst is COCCOC.O.C1C=CC([P]([Pd]([P](C2C=CC=CC=2)(C2C=CC=CC=2)C2C=CC=CC=2)([P](C2C=CC=CC=2)(C2C=CC=CC=2)C2C=CC=CC=2)[P](C2C=CC=CC=2)(C2C=CC=CC=2)C2C=CC=CC=2)(C2C=CC=CC=2)C2C=CC=CC=2)=CC=1. (5) The reactants are [C:1]([O:4][C@H:5]1[C@H:10]([O:11][C:12](=[O:14])[CH3:13])[C@@H:9]([CH2:15][O:16][C:17](=[O:19])[CH3:18])[O:8][C@@H:7]([O:20][CH2:21][CH:22]([NH:33][C:34](=[O:40])[O:35][C:36]([CH3:39])([CH3:38])[CH3:37])[CH2:23][CH2:24][CH2:25][CH2:26][CH2:27][CH2:28][CH2:29][CH2:30][CH2:31][CH3:32])[C@@H:6]1[NH:41][C:42]([O:44]CC(Cl)(Cl)Cl)=O)(=[O:3])[CH3:2].[C:50](OC(=O)C)(=O)C. The catalyst is [Zn]. The product is [C:42]([NH:41][C@@H:6]1[C@@H:5]([O:4][C:1](=[O:3])[CH3:2])[C@H:10]([O:11][C:12](=[O:14])[CH3:13])[C@@H:9]([CH2:15][O:16][C:17](=[O:19])[CH3:18])[O:8][C@H:7]1[O:20][CH2:21][CH:22]([NH:33][C:34](=[O:40])[O:35][C:36]([CH3:39])([CH3:38])[CH3:37])[CH2:23][CH2:24][CH2:25][CH2:26][CH2:27][CH2:28][CH2:29][CH2:30][CH2:31][CH3:32])(=[O:44])[CH3:50]. The yield is 0.490. (6) The reactants are [CH2:1]([O:3][C:4]([C@H:6]1[C@H:10]([CH2:11][F:12])[CH2:9][N:8]([C@@H:13]([C:15]2[CH:20]=[CH:19][CH:18]=[CH:17][CH:16]=2)[CH3:14])[C:7]1=[O:21])=[O:5])[CH3:2].IC.[CH3:24][Si]([N-][Si](C)(C)C)(C)C.[K+].[Cl-].[NH4+]. The catalyst is O1CCCC1. The product is [CH2:1]([O:3][C:4]([C@:6]1([CH3:24])[C@H:10]([CH2:11][F:12])[CH2:9][N:8]([C@@H:13]([C:15]2[CH:20]=[CH:19][CH:18]=[CH:17][CH:16]=2)[CH3:14])[C:7]1=[O:21])=[O:5])[CH3:2]. The yield is 0.910. (7) The reactants are [F:1][C:2]1[CH:3]=[CH:4][C:5]([CH:8]([OH:15])C2C=CC=CC=2)=[N:6][CH:7]=1.[H-].[Na+].Cl[C:19]1[CH:24]=[CH:23][N+:22]([O-:25])=[CH:21][CH:20]=1. The catalyst is CN(C=O)C.C(Cl)Cl. The product is [F:1][C:2]1[CH:3]=[CH:4][C:5]([CH2:8][O:15][C:19]2[CH:24]=[CH:23][N+:22]([O-:25])=[CH:21][CH:20]=2)=[N:6][CH:7]=1. The yield is 0.500. (8) The reactants are [NH:1]1[CH:5]=[C:4]([C:6]2[C:7]3[CH:14]=[CH:13][N:12]([CH2:15][O:16][CH2:17][CH2:18][Si:19]([CH3:22])([CH3:21])[CH3:20])[C:8]=3[N:9]=[CH:10][N:11]=2)[CH:3]=[N:2]1.[CH3:23][S:24][CH2:25][CH2:26]/[CH:27]=[CH:28]/[C:29]#[N:30].C1CCN2C(=NCCC2)CC1.C(#N)C. No catalyst specified. The product is [CH3:23][S:24][CH2:25][CH2:26][CH:27]([N:1]1[CH:5]=[C:4]([C:6]2[C:7]3[CH:14]=[CH:13][N:12]([CH2:15][O:16][CH2:17][CH2:18][Si:19]([CH3:22])([CH3:21])[CH3:20])[C:8]=3[N:9]=[CH:10][N:11]=2)[CH:3]=[N:2]1)[CH2:28][C:29]#[N:30]. The yield is 0.830. (9) The reactants are [NH2:1][C:2]1[CH:7]=[CH:6][C:5](Br)=[CH:4][N:3]=1.C([O-])([O-])=O.[Na+].[Na+].[Cl:15][C:16]1[CH:21]=[CH:20][CH:19]=[CH:18][C:17]=1B(O)O. The catalyst is C1C=CC=CC=1.C(O)C.[Pd].C1(P(C2C=CC=CC=2)C2C=CC=CC=2)C=CC=CC=1.C1(P(C2C=CC=CC=2)C2C=CC=CC=2)C=CC=CC=1.C1(P(C2C=CC=CC=2)C2C=CC=CC=2)C=CC=CC=1.C1(P(C2C=CC=CC=2)C2C=CC=CC=2)C=CC=CC=1. The product is [Cl:15][C:16]1[CH:21]=[CH:20][CH:19]=[CH:18][C:17]=1[C:5]1[CH:6]=[CH:7][C:2]([NH2:1])=[N:3][CH:4]=1. The yield is 0.980.